Dataset: Catalyst prediction with 721,799 reactions and 888 catalyst types from USPTO. Task: Predict which catalyst facilitates the given reaction. (1) Reactant: C([O:4][CH2:5][CH2:6][NH:7][C:8](=[O:35])[C:9]1[CH:14]=[CH:13][C:12]([Cl:15])=[C:11]([N:16]([CH3:34])[C:17]([C:19]2[S:33][C:22]3[C:23]4[CH:31]=[CH:30][C:29](Br)=[CH:28][C:24]=4[O:25][CH2:26][CH2:27][C:21]=3[CH:20]=2)=[O:18])[CH:10]=1)(=O)C.CC1(C)C2C(=C(P(C3C=CC=CC=3)C3C=CC=CC=3)C=CC=2)[O:57][C:39]2C(P(C3C=CC=CC=3)C3C=CC=CC=3)=CC=CC1=2.[CH3:78][S:79]([CH2:82][CH2:83][NH2:84])(=[O:81])=[O:80].Cl.C([O-])([O-])=O.[Na+].[Na+]. Product: [Cl:15][C:12]1[CH:13]=[CH:14][C:9]([C:8](=[O:35])[NH:7][CH2:6][CH2:5][OH:4])=[CH:10][C:11]=1[N:16]([CH3:34])[C:17]([C:19]1[S:33][C:22]2[C:23]3[CH:31]=[CH:30][C:29]([C:39]([NH:84][CH2:83][CH2:82][S:79]([CH3:78])(=[O:81])=[O:80])=[O:57])=[CH:28][C:24]=3[O:25][CH2:26][CH2:27][C:21]=2[CH:20]=1)=[O:18]. The catalyst class is: 222. (2) Reactant: Cl[C:2]1[C:3]([NH:18][C:19]2[CH:23]=[C:22]([O:24][CH3:25])[NH:21][N:20]=2)=[N:4][C:5]([NH:8][C@H:9]([C:11]2[N:16]=[CH:15][C:14]([F:17])=[CH:13][N:12]=2)[CH3:10])=[N:6][CH:7]=1.[Br:26]C1C(NC2C=C(OC)NN=2)=NC(Cl)=NC=1.CCN(C(C)C)C(C)C. Product: [Br:26][C:2]1[C:3]([NH:18][C:19]2[CH:23]=[C:22]([O:24][CH3:25])[NH:21][N:20]=2)=[N:4][C:5]([NH:8][C@H:9]([C:11]2[N:16]=[CH:15][C:14]([F:17])=[CH:13][N:12]=2)[CH3:10])=[N:6][CH:7]=1. The catalyst class is: 114. (3) Reactant: [CH3:1][O:2][CH2:3][CH2:4][N:5]1[C:13]2[C:8](=[C:9]([N+:14]([O-])=O)[CH:10]=[CH:11][CH:12]=2)[CH:7]=[CH:6]1.[H][H]. Product: [CH3:1][O:2][CH2:3][CH2:4][N:5]1[C:13]2[CH:12]=[CH:11][CH:10]=[C:9]([NH2:14])[C:8]=2[CH:7]=[CH:6]1. The catalyst class is: 867. (4) Reactant: [Cl:1][C:2]1[CH:3]=[C:4]([C@@:10]2([C:29]([F:32])([F:31])[F:30])[O:14][N:13]=[C:12]([C:15]3[CH:27]=[CH:26][C:18]([C:19]([O:21]C(C)(C)C)=[O:20])=[C:17]([CH3:28])[CH:16]=3)[CH2:11]2)[CH:5]=[C:6]([Cl:9])[C:7]=1[F:8].FC(F)(F)C(O)=O. Product: [Cl:1][C:2]1[CH:3]=[C:4]([C@@:10]2([C:29]([F:31])([F:32])[F:30])[O:14][N:13]=[C:12]([C:15]3[CH:27]=[CH:26][C:18]([C:19]([OH:21])=[O:20])=[C:17]([CH3:28])[CH:16]=3)[CH2:11]2)[CH:5]=[C:6]([Cl:9])[C:7]=1[F:8]. The catalyst class is: 2. (5) Product: [CH:13]1([C:18]([NH:11][C:8]2[CH:7]=[CH:6][C:5]([C:4]([OH:3])=[O:12])=[CH:10][CH:9]=2)=[O:19])[CH2:17][CH2:16][CH2:15][CH2:14]1. The catalyst class is: 8. Reactant: C([O:3][C:4](=[O:12])[C:5]1[CH:10]=[CH:9][C:8]([NH2:11])=[CH:7][CH:6]=1)C.[CH:13]1([C:18](O)=[O:19])[CH2:17][CH2:16][CH2:15][CH2:14]1.[OH-].[Na+]. (6) Reactant: [Cl:1][C:2]1[CH:7]=[C:6]([F:8])[CH:5]=[CH:4][C:3]=1[C:9]1[S:13][C:12]([C:14]([N:16]2[CH2:21][CH2:20][C:19]([C:30]([NH2:32])=[O:31])([N:22]3[CH2:27][CH2:26][C:25]([F:29])([F:28])[CH2:24][CH2:23]3)[CH2:18][CH2:17]2)=[O:15])=[CH:11][C:10]=1[C:33]1[CH:38]=[CH:37][C:36]([O:39][CH2:40][CH2:41][CH2:42][O:43]C2CCCCO2)=[CH:35][CH:34]=1.Cl. Product: [ClH:1].[Cl:1][C:2]1[CH:7]=[C:6]([F:8])[CH:5]=[CH:4][C:3]=1[C:9]1[S:13][C:12]([C:14]([N:16]2[CH2:21][CH2:20][C:19]([C:30]([NH2:32])=[O:31])([N:22]3[CH2:23][CH2:24][C:25]([F:28])([F:29])[CH2:26][CH2:27]3)[CH2:18][CH2:17]2)=[O:15])=[CH:11][C:10]=1[C:33]1[CH:34]=[CH:35][C:36]([O:39][CH2:40][CH2:41][CH2:42][OH:43])=[CH:37][CH:38]=1. The catalyst class is: 5. (7) Reactant: [NH2:1][C:2]1[C:7]([F:8])=[C:6]([CH2:9][C:10]2[CH:15]=[CH:14][C:13]([F:16])=[CH:12][CH:11]=2)[N:5]=[C:4]([CH:17]=[O:18])[C:3]=1[Cl:19].CC(=CC)C.P([O-])([O-])(O)=[O:26].[Na+].[Na+].Cl([O-])=O.[Na+]. Product: [NH2:1][C:2]1[C:7]([F:8])=[C:6]([CH2:9][C:10]2[CH:11]=[CH:12][C:13]([F:16])=[CH:14][CH:15]=2)[N:5]=[C:4]([C:17]([OH:26])=[O:18])[C:3]=1[Cl:19]. The catalyst class is: 878. (8) Reactant: O[CH2:2][CH:3]1[CH2:8][CH2:7][CH2:6][N:5](C(=O)CCC)[CH2:4]1.[C:14]1(P([C:15]2[CH:14]=CC=[CH:17][CH:16]=2)[C:15]2[CH:14]=CC=[CH:17][CH:16]=2)C=C[CH:17]=[CH:16][CH:15]=1.C([O:37]C(N=NC(OC(C)(C)C)=O)=O)(C)(C)C.[F:49][C:50]1[CH:67]=[CH:66][C:53]2[N:54]([CH2:58][C:59]([O:61][C:62]([CH3:65])([CH3:64])[CH3:63])=[O:60])[C:55]([SH:57])=[N:56][C:52]=2[CH:51]=1. Product: [C:62]([O:61][C:59](=[O:60])[CH2:58][N:54]1[C:53]2[CH:66]=[CH:67][C:50]([F:49])=[CH:51][C:52]=2[N:56]=[C:55]1[SH:57]([CH2:2][CH:3]1[CH2:8][CH2:7][CH2:6][NH:5][CH2:4]1)[C:17](=[O:37])[CH2:16][CH2:15][CH3:14])([CH3:64])([CH3:63])[CH3:65]. The catalyst class is: 1. (9) Product: [Br:20][CH2:29][C:26]1[CH:27]=[CH:28][C:23]([F:22])=[C:24]([S:31]([CH3:34])(=[O:33])=[O:32])[CH:25]=1. Reactant: C1(P(C2C=CC=CC=2)C2C=CC=CC=2)C=CC=CC=1.[Br:20]Br.[F:22][C:23]1[CH:28]=[CH:27][C:26]([CH2:29]O)=[CH:25][C:24]=1[S:31]([CH3:34])(=[O:33])=[O:32].C(=O)([O-])O.[Na+]. The catalyst class is: 10.